This data is from NCI-60 drug combinations with 297,098 pairs across 59 cell lines. The task is: Regression. Given two drug SMILES strings and cell line genomic features, predict the synergy score measuring deviation from expected non-interaction effect. (1) Synergy scores: CSS=62.9, Synergy_ZIP=-0.730, Synergy_Bliss=2.63, Synergy_Loewe=-1.90, Synergy_HSA=1.62. Drug 2: CC(CN1CC(=O)NC(=O)C1)N2CC(=O)NC(=O)C2. Drug 1: C1CCC(C1)C(CC#N)N2C=C(C=N2)C3=C4C=CNC4=NC=N3. Cell line: CCRF-CEM. (2) Drug 1: C1=C(C(=O)NC(=O)N1)N(CCCl)CCCl. Synergy scores: CSS=51.7, Synergy_ZIP=-9.67, Synergy_Bliss=-6.36, Synergy_Loewe=-2.09, Synergy_HSA=1.40. Cell line: IGROV1. Drug 2: C1CC(C1)(C(=O)O)C(=O)O.[NH2-].[NH2-].[Pt+2]. (3) Drug 1: CS(=O)(=O)C1=CC(=C(C=C1)C(=O)NC2=CC(=C(C=C2)Cl)C3=CC=CC=N3)Cl. Drug 2: B(C(CC(C)C)NC(=O)C(CC1=CC=CC=C1)NC(=O)C2=NC=CN=C2)(O)O. Cell line: PC-3. Synergy scores: CSS=2.74, Synergy_ZIP=-0.682, Synergy_Bliss=-0.591, Synergy_Loewe=-2.15, Synergy_HSA=-1.25. (4) Drug 1: CNC(=O)C1=NC=CC(=C1)OC2=CC=C(C=C2)NC(=O)NC3=CC(=C(C=C3)Cl)C(F)(F)F. Drug 2: CCCCC(=O)OCC(=O)C1(CC(C2=C(C1)C(=C3C(=C2O)C(=O)C4=C(C3=O)C=CC=C4OC)O)OC5CC(C(C(O5)C)O)NC(=O)C(F)(F)F)O. Cell line: HCT-15. Synergy scores: CSS=18.1, Synergy_ZIP=-9.06, Synergy_Bliss=-15.6, Synergy_Loewe=-23.2, Synergy_HSA=-16.8. (5) Drug 1: C#CCC(CC1=CN=C2C(=N1)C(=NC(=N2)N)N)C3=CC=C(C=C3)C(=O)NC(CCC(=O)O)C(=O)O. Drug 2: C(CN)CNCCSP(=O)(O)O. Cell line: NCI-H226. Synergy scores: CSS=-3.38, Synergy_ZIP=1.92, Synergy_Bliss=-2.07, Synergy_Loewe=-2.99, Synergy_HSA=-5.96.